Task: Regression. Given two drug SMILES strings and cell line genomic features, predict the synergy score measuring deviation from expected non-interaction effect.. Dataset: NCI-60 drug combinations with 297,098 pairs across 59 cell lines Drug 1: CC12CCC3C(C1CCC2=O)CC(=C)C4=CC(=O)C=CC34C. Drug 2: CCCCC(=O)OCC(=O)C1(CC(C2=C(C1)C(=C3C(=C2O)C(=O)C4=C(C3=O)C=CC=C4OC)O)OC5CC(C(C(O5)C)O)NC(=O)C(F)(F)F)O. Cell line: SF-295. Synergy scores: CSS=37.4, Synergy_ZIP=-0.380, Synergy_Bliss=-1.05, Synergy_Loewe=0.903, Synergy_HSA=-0.0987.